From a dataset of Forward reaction prediction with 1.9M reactions from USPTO patents (1976-2016). Predict the product of the given reaction. (1) Given the reactants [Cl:1][C:2]1[CH:7]=[C:6]([O:8][CH2:9][CH:10]=[C:11]([Cl:13])[Cl:12])[CH:5]=[C:4]([Cl:14])[C:3]=1[OH:15].C(=O)([O-])[O-].[K+].[K+].[Cl:22][C:23]1[N:28]=[CH:27][C:26]([CH2:29]Cl)=[CH:25][CH:24]=1, predict the reaction product. The product is: [Cl:1][C:2]1[CH:7]=[C:6]([O:8][CH2:9][CH:10]=[C:11]([Cl:13])[Cl:12])[CH:5]=[C:4]([Cl:14])[C:3]=1[O:15][CH2:29][C:26]1[CH:27]=[N:28][C:23]([Cl:22])=[CH:24][CH:25]=1. (2) Given the reactants [Cl:1][C:2]1[CH:3]=[C:4]2[C:8](=[CH:9][CH:10]=1)[NH:7][C:6]([C:11]([NH:13][C@H:14]1[CH2:19][CH2:18][C@H:17]([C:20]([N:22]([CH3:24])[CH3:23])=[O:21])[CH2:16][C@H:15]1[NH:25][C:26]([C:28]1[N:29]=[CH:30][C:31]3[CH2:36][N:35]([C:37](OC(C)(C)C)=O)[CH2:34][C:32]=3[N:33]=1)=[O:27])=[O:12])=[CH:5]2.FC(F)(F)C(O)=O, predict the reaction product. The product is: [ClH:1].[Cl:1][C:2]1[CH:3]=[C:4]2[C:8](=[CH:9][CH:10]=1)[NH:7][C:6]([C:11]([NH:13][C@H:14]1[CH2:19][CH2:18][C@H:17]([C:20]([N:22]([CH3:24])[CH3:23])=[O:21])[CH2:16][C@H:15]1[NH:25][C:26]([C:28]1[N:29]=[CH:30][C:31]3[CH2:36][N:35]([CH3:37])[CH2:34][C:32]=3[N:33]=1)=[O:27])=[O:12])=[CH:5]2. (3) Given the reactants [NH:1]1[C:11]2[C:6](=[CH:7][CH:8]=[CH:9][CH:10]=2)[C:4](=[O:5])[C:2]1=[O:3].[H-].[Na+].Br[CH2:15][CH2:16][CH2:17][CH2:18][CH3:19], predict the reaction product. The product is: [CH2:15]([N:1]1[C:11]2[C:6](=[CH:7][CH:8]=[CH:9][CH:10]=2)[C:4](=[O:5])[C:2]1=[O:3])[CH2:16][CH2:17][CH2:18][CH3:19]. (4) Given the reactants Br[C:2]1[N:7]=[CH:6][C:5]([C:8]([N:10]2[CH2:15][CH2:14][N:13]([C:16]3[C:23]([CH3:24])=[CH:22][C:19]([C:20]#[N:21])=[CH:18][N:17]=3)[CH2:12][CH2:11]2)=[O:9])=[CH:4][CH:3]=1.[S:25]1(=[O:31])(=[O:30])[CH2:29][CH2:28][CH2:27][NH:26]1, predict the reaction product. The product is: [O:30]=[S:25]1(=[O:31])[CH2:29][CH2:28][CH2:27][N:26]1[C:2]1[N:7]=[CH:6][C:5]([C:8]([N:10]2[CH2:15][CH2:14][N:13]([C:16]3[C:23]([CH3:24])=[CH:22][C:19]([C:20]#[N:21])=[CH:18][N:17]=3)[CH2:12][CH2:11]2)=[O:9])=[CH:4][CH:3]=1. (5) Given the reactants [CH3:1][C:2]1[C:6]2[C:7](=[O:20])[N:8]([CH2:12][CH2:13][N:14]3[CH2:19][CH2:18][CH2:17][CH2:16][CH2:15]3)[CH2:9][CH2:10][CH2:11][C:5]=2[NH:4][C:3]=1[CH:21]=O.[CH3:23][C:24]1[CH:32]=[CH:31][CH:30]=[C:29]2[C:25]=1[CH2:26][C:27](=[O:33])[NH:28]2, predict the reaction product. The product is: [CH3:1][C:2]1[C:6]2[C:7](=[O:20])[N:8]([CH2:12][CH2:13][N:14]3[CH2:19][CH2:18][CH2:17][CH2:16][CH2:15]3)[CH2:9][CH2:10][CH2:11][C:5]=2[NH:4][C:3]=1/[CH:21]=[C:26]1\[C:27](=[O:33])[NH:28][C:29]2[C:25]\1=[C:24]([CH3:23])[CH:32]=[CH:31][CH:30]=2. (6) Given the reactants [N:1]1([CH2:7][CH2:8][S:9][C:10]2[CH:11]=[C:12]([C:20]3[C:24]4[CH2:25][NH:26][CH2:27][CH2:28][C:23]=4[N:22]([CH2:29][CH:30]([OH:44])[CH2:31][N:32]4[CH2:37][CH2:36][CH:35]([C:38]5[CH:43]=[CH:42][CH:41]=[CH:40][N:39]=5)[CH2:34][CH2:33]4)[N:21]=3)[CH:13]=[CH:14][C:15]=2[C:16]([F:19])([F:18])[F:17])[CH2:6][CH2:5][CH2:4][CH2:3][CH2:2]1.C=O.[BH3-][C:48]#N.[Na+], predict the reaction product. The product is: [CH3:48][N:26]1[CH2:27][CH2:28][C:23]2[N:22]([CH2:29][CH:30]([OH:44])[CH2:31][N:32]3[CH2:37][CH2:36][CH:35]([C:38]4[CH:43]=[CH:42][CH:41]=[CH:40][N:39]=4)[CH2:34][CH2:33]3)[N:21]=[C:20]([C:12]3[CH:13]=[CH:14][C:15]([C:16]([F:17])([F:19])[F:18])=[C:10]([S:9][CH2:8][CH2:7][N:1]4[CH2:2][CH2:3][CH2:4][CH2:5][CH2:6]4)[CH:11]=3)[C:24]=2[CH2:25]1. (7) Given the reactants [N:1]1[CH:6]=[CH:5][C:4]([C:7]2[S:11][C:10]([C:12]([OH:14])=O)=[CH:9][CH:8]=2)=[CH:3][CH:2]=1.[Cl:15][C:16]1[CH:17]=[C:18]([CH2:22][NH2:23])[CH:19]=[CH:20][CH:21]=1, predict the reaction product. The product is: [Cl:15][C:16]1[CH:17]=[C:18]([CH:19]=[CH:20][CH:21]=1)[CH2:22][NH:23][C:12]([C:10]1[S:11][C:7]([C:4]2[CH:3]=[CH:2][N:1]=[CH:6][CH:5]=2)=[CH:8][CH:9]=1)=[O:14]. (8) Given the reactants S(Cl)(Cl)=O.Cl[C:6]1[C:11]([C:12](O)=O)=[CH:10][N:9]=[CH:8][CH:7]=1.[SH:15][CH2:16][C:17]([O:19][CH2:20][CH3:21])=[O:18].[H-].[Na+].[CH3:24]N(C)C=O, predict the reaction product. The product is: [CH3:24][C:12]1[C:11]2[CH:10]=[N:9][CH:8]=[CH:7][C:6]=2[S:15][C:16]=1[C:17]([O:19][CH2:20][CH3:21])=[O:18]. (9) Given the reactants [F:1][C:2]1[CH:3]=[C:4]([C@@H:8]2[N:12]([C:13]3[CH:18]=[CH:17][N:16]4[N:19]=[CH:20][C:21]([C:22](O)=[O:23])=[C:15]4[N:14]=3)[C@@:11]([CH2:26][OH:27])([CH3:25])[CH2:10][CH2:9]2)[CH:5]=[N:6][CH:7]=1.[CH:28]([NH2:31])([CH3:30])[CH3:29], predict the reaction product. The product is: [F:1][C:2]1[CH:3]=[C:4]([C@@H:8]2[N:12]([C:13]3[CH:18]=[CH:17][N:16]4[N:19]=[CH:20][C:21]([C:22]([NH:31][CH:28]([CH3:30])[CH3:29])=[O:23])=[C:15]4[N:14]=3)[C@@:11]([CH2:26][OH:27])([CH3:25])[CH2:10][CH2:9]2)[CH:5]=[N:6][CH:7]=1. (10) The product is: [Cl:1][C:2]1[CH:10]=[C:9]2[C:5]([C:6]([CH:11]=[O:12])=[N:7][N:8]2[S:28]([C:25]2[CH:26]=[CH:27][C:22]([O:21][CH3:20])=[C:23]([N:32]3[CH2:37][CH2:36][N:35]([C:38](=[O:43])[C:39]([F:42])([F:40])[F:41])[CH2:34][CH2:33]3)[CH:24]=2)(=[O:30])=[O:29])=[CH:4][CH:3]=1. Given the reactants [Cl:1][C:2]1[CH:10]=[C:9]2[C:5]([C:6]([CH:11]=[O:12])=[N:7][NH:8]2)=[CH:4][CH:3]=1.C(N(CC)CC)C.[CH3:20][O:21][C:22]1[CH:27]=[CH:26][C:25]([S:28](Cl)(=[O:30])=[O:29])=[CH:24][C:23]=1[N:32]1[CH2:37][CH2:36][N:35]([C:38](=[O:43])[C:39]([F:42])([F:41])[F:40])[CH2:34][CH2:33]1, predict the reaction product.